From a dataset of Catalyst prediction with 721,799 reactions and 888 catalyst types from USPTO. Predict which catalyst facilitates the given reaction. (1) Reactant: [Si:1]([O:8][CH2:9][C:10]1[CH:11]=[C:12]([CH:16]([C:18]2[C:19]([Cl:24])=[N:20][CH:21]=[N:22][CH:23]=2)[OH:17])[S:13][C:14]=1[Cl:15])([C:4]([CH3:7])([CH3:6])[CH3:5])([CH3:3])[CH3:2]. Product: [Si:1]([O:8][CH2:9][C:10]1[CH:11]=[C:12]([C:16]([C:18]2[C:19]([Cl:24])=[N:20][CH:21]=[N:22][CH:23]=2)=[O:17])[S:13][C:14]=1[Cl:15])([C:4]([CH3:7])([CH3:5])[CH3:6])([CH3:3])[CH3:2]. The catalyst class is: 177. (2) Reactant: Br[C:2]1[CH:7]=[CH:6][CH:5]=[CH:4][C:3]=1[CH2:8][CH2:9][N:10]([CH3:12])[CH3:11].C(O)(C)C.C(=O)=O.C([Li])CCC.[B:25](OC)([O:28][CH3:29])[O:26][CH3:27]. Product: [CH3:11][N:10]([CH3:12])[CH2:9][CH2:8][C:3]1[CH:4]=[CH:5][CH:6]=[CH:7][C:2]=1[B:25]([O:28][CH3:29])[O:26][CH3:27]. The catalyst class is: 7. (3) Reactant: [Cl:1][C:2]1[CH:7]=[CH:6][C:5]([C:8]2[CH:13]=[CH:12][C:11]([C:14]([CH:16]3[CH2:21][CH2:20][CH2:19][CH2:18][CH2:17]3)=[O:15])=[CH:10][CH:9]=2)=[CH:4][CH:3]=1.C1COCC1.[BH4-].[Na+].C(=O)([O-])O.[Na+]. Product: [Cl:1][C:2]1[CH:3]=[CH:4][C:5]([C:8]2[CH:13]=[CH:12][C:11]([CH:14]([CH:16]3[CH2:17][CH2:18][CH2:19][CH2:20][CH2:21]3)[OH:15])=[CH:10][CH:9]=2)=[CH:6][CH:7]=1. The catalyst class is: 5. (4) Reactant: [CH2:1]([O:3][P:4]([CH2:9][C:10]1[CH:15]=[CH:14][CH:13]=[CH:12][C:11]=1[N+:16]([O-])=O)(=[O:8])[O:5][CH2:6][CH3:7])[CH3:2]. Product: [CH2:6]([O:5][P:4]([CH2:9][C:10]1[CH:15]=[CH:14][CH:13]=[CH:12][C:11]=1[NH2:16])(=[O:8])[O:3][CH2:1][CH3:2])[CH3:7]. The catalyst class is: 29.